From a dataset of Full USPTO retrosynthesis dataset with 1.9M reactions from patents (1976-2016). Predict the reactants needed to synthesize the given product. (1) Given the product [C:33]([O:32][C:30]([N:4]1[C:5]2[N:6]=[CH:7][C:8]3[CH:9]=[C:10]([C:15]4[C:20]([F:21])=[CH:19][CH:18]=[C:17]([NH:22][S:23]([CH2:26][CH2:27][CH3:28])(=[O:25])=[O:24])[C:16]=4[Cl:29])[CH:11]=[CH:12][C:13]=3[C:14]=2[C:2]([CH:37]2[CH2:39][CH2:38]2)=[N:3]1)=[O:31])([CH3:35])([CH3:36])[CH3:34], predict the reactants needed to synthesize it. The reactants are: Br[C:2]1[C:14]2[C:13]3[CH:12]=[CH:11][C:10]([C:15]4[C:20]([F:21])=[CH:19][CH:18]=[C:17]([NH:22][S:23]([CH2:26][CH2:27][CH3:28])(=[O:25])=[O:24])[C:16]=4[Cl:29])=[CH:9][C:8]=3[CH:7]=[N:6][C:5]=2[N:4]([C:30]([O:32][C:33]([CH3:36])([CH3:35])[CH3:34])=[O:31])[N:3]=1.[CH:37]1(B(O)O)[CH2:39][CH2:38]1.P([O-])([O-])([O-])=O.[K+].[K+].[K+].C1(C)C=CC=CC=1. (2) Given the product [C:11]1([C:2]2[CH:3]=[C:4]3[CH:10]=[CH:9][NH:8][C:5]3=[N:6][CH:7]=2)[CH:16]=[CH:15][CH:14]=[CH:13][CH:12]=1, predict the reactants needed to synthesize it. The reactants are: Br[C:2]1[CH:3]=[C:4]2[CH:10]=[CH:9][NH:8][C:5]2=[N:6][CH:7]=1.[C:11]1(B(O)O)[CH:16]=[CH:15][CH:14]=[CH:13][CH:12]=1.C(=O)([O-])[O-].[K+].[K+]. (3) Given the product [F:20][C:21]1[CH:26]=[CH:25][C:24]([C:27]#[C:28][C:2]2[CH:19]=[N:18][C:5]3=[N:6][C:7]([C:10]([N:12]4[CH2:17][CH2:16][CH2:15][CH2:14][CH2:13]4)=[O:11])=[CH:8][N:9]=[C:4]3[CH:3]=2)=[CH:23][CH:22]=1, predict the reactants needed to synthesize it. The reactants are: Br[C:2]1[CH:19]=[N:18][C:5]2=[N:6][C:7]([C:10]([N:12]3[CH2:17][CH2:16][CH2:15][CH2:14][CH2:13]3)=[O:11])=[CH:8][N:9]=[C:4]2[CH:3]=1.[F:20][C:21]1[CH:26]=[CH:25][C:24]([C:27]#[CH:28])=[CH:23][CH:22]=1. (4) Given the product [NH2:33][C@H:34]1[CH2:39][CH2:38][C@H:37]([C:7]2[CH:6]=[C:5]([NH:8][CH2:16][CH:17]3[CH2:22][CH2:21][O:20][C:19]([CH3:23])([CH3:24])[CH2:18]3)[N:4]=[C:3]([C:25]3[C:30]([Cl:31])=[CH:29][N:28]=[C:27]([NH2:43])[CH:26]=3)[C:2]=2[Cl:1])[CH2:36][CH2:35]1, predict the reactants needed to synthesize it. The reactants are: [Cl:1][C:2]1[C:3]([C:25]2[C:30]([Cl:31])=[CH:29][N:28]=[C:27](F)[CH:26]=2)=[N:4][C:5]([N:8]([CH2:16][CH:17]2[CH2:22][CH2:21][O:20][C:19]([CH3:24])([CH3:23])[CH2:18]2)C(=O)OC(C)(C)C)=[CH:6][CH:7]=1.[NH2:33][C@H:34]1[CH2:39][CH2:38][C@H:37](N)[CH2:36][CH2:35]1.CC[N:43](C(C)C)C(C)C. (5) The reactants are: [C:1](OC(=O)C)(=[O:3])[CH3:2].[NH2:8][C@@H:9]1[CH2:37][N:12]2[C@H:13]([CH:24]([C:31]3[CH:36]=[CH:35][CH:34]=[CH:33][CH:32]=3)[C:25]3[CH:30]=[CH:29][CH:28]=[CH:27][CH:26]=3)[CH2:14][N:15]([C:17]([O:19][C:20]([CH3:23])([CH3:22])[CH3:21])=[O:18])[CH2:16][C@@H:11]2[CH2:10]1.N1C=CC=CC=1.C(=O)(O)[O-].[Na+]. Given the product [C:1]([NH:8][C@@H:9]1[CH2:37][N:12]2[C@H:13]([CH:24]([C:31]3[CH:36]=[CH:35][CH:34]=[CH:33][CH:32]=3)[C:25]3[CH:26]=[CH:27][CH:28]=[CH:29][CH:30]=3)[CH2:14][N:15]([C:17]([O:19][C:20]([CH3:21])([CH3:23])[CH3:22])=[O:18])[CH2:16][C@@H:11]2[CH2:10]1)(=[O:3])[CH3:2], predict the reactants needed to synthesize it. (6) Given the product [CH:34]([N:32]([S:29]([N:5]([CH2:4][C:3]([OH:37])=[O:2])[CH2:6][C:7]1[CH:8]=[CH:9][C:10]([O:13][CH2:14][CH2:15][C:16]2[N:17]=[C:18]([C:22]3[CH:23]=[CH:24][C:25]([CH3:28])=[CH:26][CH:27]=3)[O:19][C:20]=2[CH3:21])=[CH:11][CH:12]=1)(=[O:30])=[O:31])[CH3:33])([CH3:36])[CH3:35], predict the reactants needed to synthesize it. The reactants are: C[O:2][C:3](=[O:37])[CH2:4][N:5]([S:29]([N:32]([CH:34]([CH3:36])[CH3:35])[CH3:33])(=[O:31])=[O:30])[CH2:6][C:7]1[CH:12]=[CH:11][C:10]([O:13][CH2:14][CH2:15][C:16]2[N:17]=[C:18]([C:22]3[CH:27]=[CH:26][C:25]([CH3:28])=[CH:24][CH:23]=3)[O:19][C:20]=2[CH3:21])=[CH:9][CH:8]=1.O.[OH-].[Li+]. (7) Given the product [CH:1]([NH:4][CH2:5][C:7]1[CH:23]=[CH:22][CH:21]=[CH:20][C:8]=1[O:9][CH2:10][CH2:11][CH2:12][CH2:13][CH2:14][C:15]([O:17][CH2:18][CH3:19])=[O:16])([CH3:3])[CH3:2], predict the reactants needed to synthesize it. The reactants are: [CH:1]([NH2:4])([CH3:3])[CH3:2].[CH:5]([C:7]1[CH:23]=[CH:22][CH:21]=[CH:20][C:8]=1[O:9][CH2:10][CH2:11][CH2:12][CH2:13][CH2:14][C:15]([O:17][CH2:18][CH3:19])=[O:16])=O.CC(O)=O.C(O[BH-](OC(=O)C)OC(=O)C)(=O)C.[Na+].